Dataset: Full USPTO retrosynthesis dataset with 1.9M reactions from patents (1976-2016). Task: Predict the reactants needed to synthesize the given product. Given the product [CH2:30]1[C:29]2([CH2:33][CH:34]([NH:37][C:2]3[N:7]=[C:6]([C:13]4[S:9][C:10]5[CH:20]=[CH:19][CH:18]=[CH:17][C:11]=5[CH:12]=4)[CH:5]=[CH:4][N:3]=3)[CH2:35][CH2:36][NH:28]2)[CH2:32][CH2:31]1, predict the reactants needed to synthesize it. The reactants are: Cl[C:2]1[N:7]=[C:6](Cl)[CH:5]=[CH:4][N:3]=1.[S:9]1[C:13](B(O)O)=[CH:12][C:11]2[CH:17]=[CH:18][CH:19]=[CH:20][C:10]1=2.C(OC([N:28]1[CH2:36][CH2:35][CH:34]([NH2:37])[CH2:33][C:29]21[CH2:32][CH2:31][CH2:30]2)=O)(C)(C)C.Cl.